From a dataset of Forward reaction prediction with 1.9M reactions from USPTO patents (1976-2016). Predict the product of the given reaction. (1) Given the reactants [N:1]([CH2:4][CH2:5][O:6][CH2:7][CH2:8][O:9][CH2:10][CH2:11][O:12][CH2:13][C:14]1[CH:23]=[C:22]([OH:24])[CH:21]=[C:20]2[C:15]=1[CH:16]=[C:17]([C:26]([OH:28])=O)[C:18](=[O:25])[O:19]2)=[N+:2]=[N-:3].Cl.C1C=CC2N(O)N=NC=2C=1.O.[C:41]1([SH:47])[CH:46]=[CH:45][CH:44]=[CH:43][CH:42]=1, predict the reaction product. The product is: [CH:44]1[CH:45]=[CH:46][C:41]([S:47][C:26]([C:17]2[C:18](=[O:25])[O:19][C:20]3[CH:21]=[C:22]([OH:24])[CH:23]=[C:14]([CH2:13][O:12][CH2:11][CH2:10][O:9][CH2:8][CH2:7][O:6][CH2:5][CH2:4][N:1]=[N+:2]=[N-:3])[C:15]=3[CH:16]=2)=[O:28])=[CH:42][CH:43]=1. (2) Given the reactants [NH2:1][C:2]1[N:7]=[C:6]2[C:8]([CH:12]3[CH2:17][CH2:16][N:15]([C:18]([CH:20]4[CH2:24][CH2:23][CH2:22][CH2:21]4)=[O:19])[CH2:14][CH2:13]3)=[CH:9][N:10]([CH3:11])[C:5]2=[CH:4][CH:3]=1.CCN(CC)CC.[C:32]([C:34]1[CH:39]=[CH:38][N:37]=[C:36]([C:40](Cl)=[O:41])[CH:35]=1)#[N:33], predict the reaction product. The product is: [C:32]([C:34]1[CH:39]=[CH:38][N:37]=[C:36]([C:40]([NH:1][C:2]2[N:7]=[C:6]3[C:8]([CH:12]4[CH2:13][CH2:14][N:15]([C:18]([CH:20]5[CH2:21][CH2:22][CH2:23][CH2:24]5)=[O:19])[CH2:16][CH2:17]4)=[CH:9][N:10]([CH3:11])[C:5]3=[CH:4][CH:3]=2)=[O:41])[CH:35]=1)#[N:33]. (3) Given the reactants Br[C:2]1[CH:3]=[N:4][CH:5]=[C:6]([CH:8]=[O:9])[CH:7]=1.C([N:17]1[C:25]2[C:20](=[CH:21][CH:22]=[CH:23][CH:24]=2)[CH:19]=[C:18]1B(O)O)(OC(C)(C)C)=O.COC1C=CC=C(OC)C=1C1C=CC=CC=1P(C1CCCCC1)C1CCCCC1.P([O-])([O-])([O-])=O.[K+].[K+].[K+], predict the reaction product. The product is: [NH:17]1[C:25]2[C:20](=[CH:21][CH:22]=[CH:23][CH:24]=2)[CH:19]=[C:18]1[C:2]1[CH:7]=[C:6]([CH:8]=[O:9])[CH:5]=[N:4][CH:3]=1. (4) Given the reactants [CH3:1][C:2]([CH3:20])([CH2:16][CH2:17][CH:18]=[CH2:19])[CH2:3][O:4][C:5]([NH:7][C@H:8]([C:13]([OH:15])=[O:14])[C:9]([CH3:12])([CH3:11])[CH3:10])=[O:6].[CH:21]1(C(OC)=O)[CH2:26]CCC[CH2:22]1, predict the reaction product. The product is: [CH2:16]([C:2]1([CH2:3][O:4][C:5]([NH:7][C@H:8]([C:13]([OH:15])=[O:14])[C:9]([CH3:10])([CH3:11])[CH3:12])=[O:6])[CH2:20][CH2:26][CH2:21][CH2:22][CH2:1]1)[CH2:17][CH:18]=[CH2:19]. (5) Given the reactants [CH3:1][NH:2][CH2:3][CH2:4][CH:5]([C:12]1[CH:20]=[C:19]2[C:15]([C:16]([C:21]#[N:22])=[CH:17][NH:18]2)=[CH:14][CH:13]=1)[C:6]1[CH:11]=[CH:10][CH:9]=[CH:8][CH:7]=1.[OH-:23].[Na+].[OH-].[K+], predict the reaction product. The product is: [CH3:1][NH:2][CH2:3][CH2:4][CH:5]([C:12]1[CH:20]=[C:19]2[C:15]([C:16]([C:21]([NH2:22])=[O:23])=[CH:17][NH:18]2)=[CH:14][CH:13]=1)[C:6]1[CH:7]=[CH:8][CH:9]=[CH:10][CH:11]=1. (6) Given the reactants [CH3:1][O:2][C:3]1[CH:11]=[CH:10][C:9]([O:12][CH3:13])=[CH:8][C:4]=1[C:5]([OH:7])=O.C(Cl)(=O)C(Cl)=O.Cl.[CH3:21][NH:22][O:23][CH3:24].C(N(CC)CC)C, predict the reaction product. The product is: [CH3:24][O:23][N:22]([CH3:21])[C:5](=[O:7])[C:4]1[CH:8]=[C:9]([O:12][CH3:13])[CH:10]=[CH:11][C:3]=1[O:2][CH3:1]. (7) Given the reactants [C:1]([O:5][C:6](=[O:23])[NH:7][CH:8]([C:15]1[CH:20]=[CH:19][C:18]([Cl:21])=[C:17]([Cl:22])[CH:16]=1)[C:9](=[O:14])N(OC)C)([CH3:4])([CH3:3])[CH3:2].Br[C:25]1[CH:30]=[CH:29][C:28]([O:31][CH2:32][C:33]([F:36])([F:35])[F:34])=[CH:27][CH:26]=1, predict the reaction product. The product is: [C:1]([O:5][C:6](=[O:23])[NH:7][CH:8]([C:15]1[CH:20]=[CH:19][C:18]([Cl:21])=[C:17]([Cl:22])[CH:16]=1)[C:9](=[O:14])[C:25]1[CH:26]=[CH:27][C:28]([O:31][CH2:32][C:33]([F:34])([F:35])[F:36])=[CH:29][CH:30]=1)([CH3:2])([CH3:3])[CH3:4]. (8) The product is: [C:1]([C:4]1[C:8]([NH:9][C:10]([NH2:12])=[O:11])=[CH:7][N:6]([C:13]2[CH:18]=[CH:17][C:16]([S:19]([CH:20]3[CH2:25][CH2:24][CH2:23][CH2:22][CH2:21]3)=[O:28])=[CH:15][CH:14]=2)[N:5]=1)(=[O:3])[NH2:2]. Given the reactants [C:1]([C:4]1[C:8]([NH:9][C:10]([NH2:12])=[O:11])=[CH:7][N:6]([C:13]2[CH:18]=[CH:17][C:16]([S:19][CH:20]3[CH2:25][CH2:24][CH2:23][CH2:22][CH2:21]3)=[CH:15][CH:14]=2)[N:5]=1)(=[O:3])[NH2:2].C(O)(=[O:28])C.OO, predict the reaction product. (9) Given the reactants Br[C:2]1[CH:3]=[C:4]([S:8]([NH:11][C:12]2[S:13][C:14]([CH3:17])=[N:15][N:16]=2)(=[O:10])=[O:9])[CH:5]=[CH:6][CH:7]=1.[CH3:18][O:19][C:20]1[CH:29]=[CH:28][C:27]2[C:22](=[CH:23][CH:24]=[C:25]([C:30]3[CH:35]=[CH:34][CH:33]=[C:32]([O:36][CH3:37])[CH:31]=3)[CH:26]=2)[C:21]=1OB(O)O, predict the reaction product. The product is: [CH3:18][O:19][C:20]1[CH:29]=[CH:28][C:27]2[C:22](=[CH:23][CH:24]=[C:25]([C:30]3[CH:35]=[CH:34][CH:33]=[C:32]([O:36][CH3:37])[CH:31]=3)[CH:26]=2)[C:21]=1[C:2]1[CH:3]=[C:4]([S:8]([NH:11][C:12]2[S:13][C:14]([CH3:17])=[N:15][N:16]=2)(=[O:10])=[O:9])[CH:5]=[CH:6][CH:7]=1.